Task: Predict the reactants needed to synthesize the given product.. Dataset: Full USPTO retrosynthesis dataset with 1.9M reactions from patents (1976-2016) Given the product [Cl:36][C:28]1[CH:27]=[C:26]([C@@H:19]([CH2:20][CH:21]2[CH2:25][CH2:24][CH2:23][CH2:22]2)[C:18]([NH:17][C:14]2[CH:13]=[N:12][C:11]([CH:5]([CH2:6][OH:7])[CH2:4][OH:3])=[CH:16][N:15]=2)=[O:37])[CH:31]=[CH:30][C:29]=1[S:32]([CH3:35])(=[O:34])=[O:33], predict the reactants needed to synthesize it. The reactants are: C([O:3][C:4](=O)[CH:5]([C:11]1[CH:16]=[N:15][C:14]([NH:17][C:18](=[O:37])[C@@H:19]([C:26]2[CH:31]=[CH:30][C:29]([S:32]([CH3:35])(=[O:34])=[O:33])=[C:28]([Cl:36])[CH:27]=2)[CH2:20][CH:21]2[CH2:25][CH2:24][CH2:23][CH2:22]2)=[CH:13][N:12]=1)[C:6](OCC)=[O:7])C.[H-].C([Al+]CC(C)C)C(C)C.O.C(OCC)(=O)C.